Dataset: Forward reaction prediction with 1.9M reactions from USPTO patents (1976-2016). Task: Predict the product of the given reaction. (1) Given the reactants [F:1][C:2]([F:20])([F:19])[O:3][CH2:4][CH:5]1[O:10][C:9]2[CH:11]=[CH:12][C:13]([C:15]([O:17]C)=[O:16])=[CH:14][C:8]=2[O:7][CH2:6]1.[OH-].[Na+].Cl, predict the reaction product. The product is: [F:20][C:2]([F:1])([F:19])[O:3][CH2:4][CH:5]1[O:10][C:9]2[CH:11]=[CH:12][C:13]([C:15]([OH:17])=[O:16])=[CH:14][C:8]=2[O:7][CH2:6]1. (2) Given the reactants FC(F)(F)C(O)=O.C(OC([N:15]1[CH2:20][CH2:19][CH:18]([CH2:21][O:22][C:23]2[C:32]3[C:27](=[CH:28][CH:29]=[C:30]([O:33][CH3:34])[CH:31]=3)[CH:26]=[CH:25][CH:24]=2)[CH2:17][CH2:16]1)=O)(C)(C)C, predict the reaction product. The product is: [CH3:34][O:33][C:30]1[CH:31]=[C:32]2[C:27]([CH:26]=[CH:25][CH:24]=[C:23]2[O:22][CH2:21][CH:18]2[CH2:19][CH2:20][NH:15][CH2:16][CH2:17]2)=[CH:28][CH:29]=1.